The task is: Regression. Given a peptide amino acid sequence and an MHC pseudo amino acid sequence, predict their binding affinity value. This is MHC class I binding data.. This data is from Peptide-MHC class I binding affinity with 185,985 pairs from IEDB/IMGT. (1) The peptide sequence is IIGFFLVTY. The MHC is HLA-A26:01 with pseudo-sequence HLA-A26:01. The binding affinity (normalized) is 0.0847. (2) The peptide sequence is WQQWDRQSL. The MHC is HLA-B15:01 with pseudo-sequence HLA-B15:01. The binding affinity (normalized) is 0.552.